Dataset: Catalyst prediction with 721,799 reactions and 888 catalyst types from USPTO. Task: Predict which catalyst facilitates the given reaction. (1) Reactant: O.O.O.O.O.S(O)(O)(=O)=O.[CH:11]1[C:27]2[CH2:26][C@H:25]3[N:28]([CH2:30][CH2:31][C@@:17]45[C@H:24]3[CH:23]=[CH:22][C@H:20]([OH:21])[C@@H:18]4[O:19][C:15]([C:16]=25)=[C:13]([OH:14])[CH:12]=1)[CH3:29].C1C=CC(N[S:39]([C:42]([F:45])([F:44])[F:43])(=[O:41])=[O:40])=CC=1.C(N(CC)CC)C. Product: [F:43][C:42]([F:45])([F:44])[S:39]([C:13]1([OH:14])[C:15]2[O:19][C@@H:18]3[C@@:17]45[CH2:31][CH2:30][N:28]([CH3:29])[C@@H:25]([C@@H:24]4[CH:23]=[CH:22][C@@H:20]3[OH:21])[CH2:26][C:27]([C:16]5=2)=[CH:11][CH2:12]1)(=[O:41])=[O:40]. The catalyst class is: 2. (2) Reactant: Cl.[NH2:2]O.[Cl:4][C:5]1[C:13]([CH:14]=O)=[C:12]([Cl:16])[C:11]([F:17])=[CH:10][C:6]=1[C:7]([OH:9])=[O:8]. Product: [C:14]([C:13]1[C:5]([Cl:4])=[C:6]([CH:10]=[C:11]([F:17])[C:12]=1[Cl:16])[C:7]([OH:9])=[O:8])#[N:2]. The catalyst class is: 106. (3) Reactant: [F:1][C:2]1[CH:7]=[CH:6][CH:5]=[CH:4][C:3]=1[C:8]1[C:12]([C:13]([OH:15])=O)=[C:11]([CH3:16])[O:10][N:9]=1.Cl.C(N=C=NCCCN(C)C)C.[F:29][C:30]1[CH:35]=[CH:34][CH:33]=[CH:32][C:31]=1[N:36]1[CH2:41][CH2:40][NH:39][CH2:38][CH2:37]1. Product: [F:1][C:2]1[CH:7]=[CH:6][CH:5]=[CH:4][C:3]=1[C:8]1[C:12]([C:13]([N:39]2[CH2:38][CH2:37][N:36]([C:31]3[CH:32]=[CH:33][CH:34]=[CH:35][C:30]=3[F:29])[CH2:41][CH2:40]2)=[O:15])=[C:11]([CH3:16])[O:10][N:9]=1. The catalyst class is: 4. (4) Reactant: [Cl:1][C:2]1[CH:7]=[CH:6][C:5]([S:8]([NH:11][CH2:12][C:13]2[CH:22]=[CH:21][C:16]([C:17]([O:19][CH3:20])=[O:18])=[CH:15][CH:14]=2)(=[O:10])=[O:9])=[CH:4][CH:3]=1.C(=O)([O-])[O-].[K+].[K+].[CH3:29][O:30][C:31]1[CH:32]=[C:33]([CH:36]=[CH:37][CH:38]=1)[CH2:34]Br. The catalyst class is: 10. Product: [CH3:29][O:30][C:31]1[CH:32]=[C:33]([CH:36]=[CH:37][CH:38]=1)[CH2:34][N:11]([CH2:12][C:13]1[CH:14]=[CH:15][C:16]([C:17]([O:19][CH3:20])=[O:18])=[CH:21][CH:22]=1)[S:8]([C:5]1[CH:6]=[CH:7][C:2]([Cl:1])=[CH:3][CH:4]=1)(=[O:10])=[O:9]. (5) Reactant: [CH3:1][C:2]1([CH3:10])[O:7][C:6](=[O:8])[CH2:5][C:4](=[O:9])[O:3]1.CCN=C=NCCCN(C)C.Cl.[CH3:23][C:24]1[C:28]2[CH:29]=[C:30]([C:33](O)=[O:34])[CH:31]=[CH:32][C:27]=2[O:26][CH:25]=1.Cl. Product: [CH3:1][C:2]1([CH3:10])[O:7][C:6](=[O:8])[CH:5]([C:33]([C:30]2[CH:31]=[CH:32][C:27]3[O:26][CH:25]=[C:24]([CH3:23])[C:28]=3[CH:29]=2)=[O:34])[C:4](=[O:9])[O:3]1. The catalyst class is: 119.